This data is from Catalyst prediction with 721,799 reactions and 888 catalyst types from USPTO. The task is: Predict which catalyst facilitates the given reaction. Reactant: [Cl:1][C:2]1[CH:3]=[C:4]2[C:9](=[CH:10][CH:11]=1)[O:8][CH2:7][CH2:6][CH:5]2[NH:12][C:13]1[CH:18]=[C:17]([N:19]2[CH2:24][CH2:23][NH:22][CH2:21][CH2:20]2)[CH:16]=[CH:15][C:14]=1[S:25]([CH3:28])(=[O:27])=[O:26].Cl.C(OCC)C. Product: [ClH:1].[Cl:1][C:2]1[CH:3]=[C:4]2[C:9](=[CH:10][CH:11]=1)[O:8][CH2:7][CH2:6][CH:5]2[NH:12][C:13]1[CH:18]=[C:17]([N:19]2[CH2:24][CH2:23][NH:22][CH2:21][CH2:20]2)[CH:16]=[CH:15][C:14]=1[S:25]([CH3:28])(=[O:27])=[O:26]. The catalyst class is: 4.